This data is from Forward reaction prediction with 1.9M reactions from USPTO patents (1976-2016). The task is: Predict the product of the given reaction. (1) Given the reactants C1C(=O)N([Cl:8])C(=O)C1.[C:9]([OH:15])(C(F)(F)F)=[O:10].[CH3:16][O:17][C:18]([NH:20][C@@H:21]([CH:73]([CH3:75])[CH3:74])[C:22]([N:24]1[CH2:28][C@@H:27]([CH3:29])[CH2:26][C@H:25]1[C:30]1[NH:31][CH:32]=[C:33]([C:35]2[CH:36]=[C:37]3[C:42](=[CH:43][CH:44]=2)[CH:41]=[C:40]([C:45]2[CH:50]=[CH:49][C:48]([C:51]4[N:52]=[C:53]([C@@H:56]5[CH2:60][C@H:59]([CH3:61])[CH2:58][N:57]5[C:62]([C@@H:64]([NH:68][C:69](=[O:72])[O:70][CH3:71])[CH:65]([CH3:67])[CH3:66])=[O:63])[NH:54][CH:55]=4)=[CH:47][CH:46]=2)[CH:39]=[CH:38]3)[N:34]=1)=[O:23])=[O:19], predict the reaction product. The product is: [C:9](=[O:15])=[O:10].[Cl:8][C:55]1[N:54]=[C:53]([C@@H:56]2[CH2:60][C@H:59]([CH3:61])[CH2:58][N:57]2[C:62](=[O:63])[C@@H:64]([NH:68][C:69]([O:70][CH3:71])=[O:72])[CH:65]([CH3:66])[CH3:67])[NH:52][C:51]=1[C:48]1[CH:47]=[CH:46][C:45]([C:40]2[CH:41]=[C:42]3[C:37](=[CH:38][CH:39]=2)[CH:36]=[C:35]([C:33]2[N:34]=[C:30]([C@@H:25]4[CH2:26][C@H:27]([CH3:29])[CH2:28][N:24]4[C:22]([C@@H:21]([NH:20][C:18](=[O:19])[O:17][CH3:16])[CH:73]([CH3:75])[CH3:74])=[O:23])[NH:31][CH:32]=2)[CH:44]=[CH:43]3)=[CH:50][CH:49]=1. (2) Given the reactants C(N(CC)CC)C.[Cl:8][C:9]1[CH:14]=[CH:13][C:12]([N:15]=[C:16]=[S:17])=[CH:11][CH:10]=1.Cl.[C:19]([C:21]1([C:27]2[CH:32]=[CH:31][CH:30]=[CH:29][CH:28]=2)[CH2:26][CH2:25][NH:24][CH2:23][CH2:22]1)#[N:20], predict the reaction product. The product is: [Cl:8][C:9]1[CH:14]=[CH:13][C:12]([NH:15][C:16]([N:24]2[CH2:25][CH2:26][C:21]([C:19]#[N:20])([C:27]3[CH:28]=[CH:29][CH:30]=[CH:31][CH:32]=3)[CH2:22][CH2:23]2)=[S:17])=[CH:11][CH:10]=1.